From a dataset of Peptide-MHC class II binding affinity with 134,281 pairs from IEDB. Regression. Given a peptide amino acid sequence and an MHC pseudo amino acid sequence, predict their binding affinity value. This is MHC class II binding data. The peptide sequence is GVTVKDVTITAPGDS. The MHC is DRB1_0301 with pseudo-sequence DRB1_0301. The binding affinity (normalized) is 0.405.